From a dataset of Forward reaction prediction with 1.9M reactions from USPTO patents (1976-2016). Predict the product of the given reaction. (1) Given the reactants [C:1]([O:5][C:6]([N:8]1[CH2:13][C@@H:12]([N:14]([C:19]([C:21]2[N:22]=[N:23][N:24]([C:32]3[CH:37]=[CH:36][CH:35]=[CH:34][C:33]=3[CH3:38])[C:25]=2[CH2:26][O:27][CH2:28][CH2:29][O:30][CH3:31])=[O:20])[CH2:15][CH:16]([CH3:18])[CH3:17])[CH2:11][C@@H:10]([C:39](O)=[O:40])[CH2:9]1)=[O:7])([CH3:4])([CH3:3])[CH3:2].CN1CCOCC1.C(Cl)(=O)OCC.[BH4-].[Na+], predict the reaction product. The product is: [OH:40][CH2:39][C@@H:10]1[CH2:11][C@H:12]([N:14]([C:19]([C:21]2[N:22]=[N:23][N:24]([C:32]3[CH:37]=[CH:36][CH:35]=[CH:34][C:33]=3[CH3:38])[C:25]=2[CH2:26][O:27][CH2:28][CH2:29][O:30][CH3:31])=[O:20])[CH2:15][CH:16]([CH3:18])[CH3:17])[CH2:13][N:8]([C:6]([O:5][C:1]([CH3:3])([CH3:2])[CH3:4])=[O:7])[CH2:9]1. (2) Given the reactants [CH3:1][S:2]([NH:5][C:6]1[CH:11]=[CH:10][CH:9]=[CH:8][C:7]=1[N:12]1[CH2:17][CH2:16][N:15](CC2C=CC=CC=2)[CH2:14][CH2:13]1)(=[O:4])=[O:3].CO.Cl, predict the reaction product. The product is: [CH3:1][S:2]([NH:5][C:6]1[CH:11]=[CH:10][CH:9]=[CH:8][C:7]=1[N:12]1[CH2:17][CH2:16][NH:15][CH2:14][CH2:13]1)(=[O:3])=[O:4].